The task is: Predict the product of the given reaction.. This data is from Forward reaction prediction with 1.9M reactions from USPTO patents (1976-2016). (1) Given the reactants C(OOC(=O)C1C=CC=CC=1)(=O)C1C=CC=CC=1.[CH3:19][C:20]1[CH:21]=[CH:22][C:23]([C:30]([F:33])([F:32])[F:31])=[C:24]([CH2:26][C:27](O)=[O:28])[CH:25]=1.[Br:34]N1C(=O)CCC1=O, predict the reaction product. The product is: [Br:34][CH2:19][C:20]1[CH:21]=[CH:22][C:23]([C:30]([F:33])([F:32])[F:31])=[C:24]([CH2:26][CH2:27][OH:28])[CH:25]=1. (2) The product is: [CH3:19][C:11]1([CH3:18])[C:10]2[C:15](=[CH:16][CH:17]=[C:8]([C:6]3[N:24]([C:25]4[CH:30]=[CH:29][C:28]([S:31]([NH2:34])(=[O:32])=[O:33])=[CH:27][CH:26]=4)[C:1]([CH3:2])=[C:4]([C:20](=[O:23])[CH2:21][CH3:22])[CH:5]=3)[CH:9]=2)[O:14][CH2:13][CH2:12]1. Given the reactants [C:1]([CH:4]([C:20](=[O:23])[CH2:21][CH3:22])[CH2:5][C:6]([C:8]1[CH:9]=[C:10]2[C:15](=[CH:16][CH:17]=1)[O:14][CH2:13][CH2:12][C:11]2([CH3:19])[CH3:18])=O)(=O)[CH3:2].[NH2:24][C:25]1[CH:30]=[CH:29][C:28]([S:31]([NH2:34])(=[O:33])=[O:32])=[CH:27][CH:26]=1.N, predict the reaction product. (3) Given the reactants [F:1][C:2]1[CH:3]=[C:4]([C:9]2[CH:14]=[CH:13][CH:12]=[CH:11][CH:10]=2)[CH:5]=[C:6]([F:8])[CH:7]=1.[Li]N1C(C)(C)CCCC1(C)C.[Li]CCCC.CC1CCCN(C)C1(C)C.[C:41](=[O:43])=[O:42], predict the reaction product. The product is: [F:1][C:2]1[CH:3]=[C:4]([C:9]2[CH:14]=[CH:13][CH:12]=[CH:11][CH:10]=2)[CH:5]=[C:6]([F:8])[C:7]=1[C:41]([OH:43])=[O:42]. (4) Given the reactants Cl.[CH3:2][C:3]1([C:9]2[CH:13]=[CH:12][N:11]([CH3:14])[N:10]=2)[CH2:8][CH2:7][NH:6][CH2:5][CH2:4]1.Cl.[CH3:16][C:17]1([C:23]2[N:27]([CH3:28])[N:26]=[CH:25][CH:24]=2)[CH2:22][CH2:21][NH:20][CH2:19][CH2:18]1.Cl[C:30]1[NH:31][C:32](=[O:40])[C:33]2[CH:38]=[N:37][N:36]([CH3:39])[C:34]=2[N:35]=1.CCN(C(C)C)C(C)C, predict the reaction product. The product is: [CH3:39][N:36]1[C:34]2[N:35]=[C:30]([N:6]3[CH2:7][CH2:8][C:3]([CH3:2])([C:9]4[CH:13]=[CH:12][N:11]([CH3:14])[N:10]=4)[CH2:4][CH2:5]3)[NH:31][C:32](=[O:40])[C:33]=2[CH:38]=[N:37]1.[CH3:39][N:36]1[C:34]2[N:35]=[C:30]([N:20]3[CH2:21][CH2:22][C:17]([CH3:16])([C:23]4[N:27]([CH3:28])[N:26]=[CH:25][CH:24]=4)[CH2:18][CH2:19]3)[NH:31][C:32](=[O:40])[C:33]=2[CH:38]=[N:37]1. (5) Given the reactants [NH2:1][C:2]1[CH:7]=[C:6]([O:8][C:9]2[CH:14]=[CH:13][C:12]([NH:15][C:16]([C:18]3[C:19](=[O:33])[N:20]([C:27]4[CH:32]=[CH:31][CH:30]=[CH:29][CH:28]=4)[N:21]4[CH2:26][CH2:25][O:24][CH2:23][C:22]=34)=[O:17])=[CH:11][CH:10]=2)[CH:5]=[CH:4][N:3]=1.CCN(CC)CC.[C:41](OC(=O)C)(=[O:43])[CH3:42], predict the reaction product. The product is: [C:41]([NH:1][C:2]1[CH:7]=[C:6]([O:8][C:9]2[CH:10]=[CH:11][C:12]([NH:15][C:16]([C:18]3[C:19](=[O:33])[N:20]([C:27]4[CH:28]=[CH:29][CH:30]=[CH:31][CH:32]=4)[N:21]4[CH2:26][CH2:25][O:24][CH2:23][C:22]=34)=[O:17])=[CH:13][CH:14]=2)[CH:5]=[CH:4][N:3]=1)(=[O:43])[CH3:42]. (6) Given the reactants [F:1][C:2]1[CH:11]=[C:10]([C:12]2[N:17]=[C:16]3[N:18]([CH2:21][C:22]4[CH:23]=[C:24]5[C:29](=[CH:30][CH:31]=4)[N:28]=[CH:27][CH:26]=[CH:25]5)[N:19]=[N:20][C:15]3=[CH:14][CH:13]=2)[CH:9]=[CH:8][C:3]=1[C:4](OC)=[O:5].CC(C[AlH]CC(C)C)C, predict the reaction product. The product is: [F:1][C:2]1[CH:11]=[C:10]([C:12]2[N:17]=[C:16]3[N:18]([CH2:21][C:22]4[CH:23]=[C:24]5[C:29](=[CH:30][CH:31]=4)[N:28]=[CH:27][CH:26]=[CH:25]5)[N:19]=[N:20][C:15]3=[CH:14][CH:13]=2)[CH:9]=[CH:8][C:3]=1[CH2:4][OH:5].